Dataset: Forward reaction prediction with 1.9M reactions from USPTO patents (1976-2016). Task: Predict the product of the given reaction. (1) The product is: [OH:1][C:2]1[CH:7]=[C:6]([OH:8])[CH:5]=[C:4]([OH:9])[C:3]=1[C:14](=[O:16])[CH3:15]. Given the reactants [OH:1][C:2]1[CH:7]=[C:6]([OH:8])[CH:5]=[C:4]([OH:9])[CH:3]=1.CC#N.Cl.[CH2:14]([O:16]CC)[CH3:15], predict the reaction product. (2) Given the reactants [NH2:1][C:2]1[CH:7]=[CH:6][C:5]([N:8]2[CH2:13][CH2:12][O:11][CH2:10][C:9]2=[O:14])=[CH:4][CH:3]=1.[Cl:15][C:16]1[S:20][C:19]([C:21]([NH:23][CH2:24][C@H:25]2[CH2:27][O:26]2)=[O:22])=[CH:18][CH:17]=1.FC(F)(F)S([O-])(=O)=O.[Yb+3].FC(F)(F)S([O-])(=O)=O.FC(F)(F)S([O-])(=O)=O, predict the reaction product. The product is: [Cl:15][C:16]1[S:20][C:19]([C:21]([NH:23][CH2:24][C@H:25]([OH:26])[CH2:27][NH:1][C:2]2[CH:3]=[CH:4][C:5]([N:8]3[CH2:13][CH2:12][O:11][CH2:10][C:9]3=[O:14])=[CH:6][CH:7]=2)=[O:22])=[CH:18][CH:17]=1. (3) Given the reactants [CH:1]1([C:6]2[N:11]=[C:10]([CH2:12][C:13]3[CH:18]=[CH:17][C:16]([CH2:19][C:20]([O:22]C)=[O:21])=[CH:15][CH:14]=3)[CH:9]=[C:8]([C:24]([F:27])([F:26])[F:25])[N:7]=2)[CH2:5][CH2:4][CH2:3][CH2:2]1.[OH-].[Li+], predict the reaction product. The product is: [CH:1]1([C:6]2[N:11]=[C:10]([CH2:12][C:13]3[CH:18]=[CH:17][C:16]([CH2:19][C:20]([OH:22])=[O:21])=[CH:15][CH:14]=3)[CH:9]=[C:8]([C:24]([F:26])([F:27])[F:25])[N:7]=2)[CH2:5][CH2:4][CH2:3][CH2:2]1. (4) Given the reactants [CH:1]1([NH:4][C:5]([NH:7][C:8]2[CH:13]=[CH:12][C:11]([O:14][C:15]3[CH:20]=[CH:19][N:18]=[C:17]4[CH:21]=[C:22]([C:24]5[CH:29]=[CH:28][C:27]([CH2:30][N:31]6[CH2:36][CH2:35][N:34]([C:37](=[O:40])[CH2:38][OH:39])[CH2:33][CH2:32]6)=[CH:26][N:25]=5)[S:23][C:16]=34)=[C:10]([F:41])[CH:9]=2)=[O:6])[CH2:3][CH2:2]1.CCN(CC)CC.[C:49](Cl)(=[O:53])[CH2:50][CH2:51][CH3:52], predict the reaction product. The product is: [C:49]([O:39][CH2:38][C:37]([N:34]1[CH2:33][CH2:32][N:31]([CH2:30][C:27]2[CH:26]=[N:25][C:24]([C:22]3[S:23][C:16]4[C:17](=[N:18][CH:19]=[CH:20][C:15]=4[O:14][C:11]4[CH:12]=[CH:13][C:8]([NH:7][C:5]([NH:4][CH:1]5[CH2:2][CH2:3]5)=[O:6])=[CH:9][C:10]=4[F:41])[CH:21]=3)=[CH:29][CH:28]=2)[CH2:36][CH2:35]1)=[O:40])(=[O:53])[CH2:50][CH2:51][CH3:52].